This data is from Reaction yield outcomes from USPTO patents with 853,638 reactions. The task is: Predict the reaction yield, written as a fraction of the theoretical maximum amount of product (1.0 means a 100% yield; for example, 0.34 means a 34% yield). (1) The product is [O:1]([CH2:8][C:9]1[CH:24]=[C:12]2[CH2:13][NH:14][CH2:15][CH2:16][N:11]2[N:10]=1)[C:2]1[CH:3]=[CH:4][CH:5]=[CH:6][CH:7]=1. The reactants are [O:1]([CH2:8][C:9]1[CH:24]=[C:12]2[CH2:13][N:14](CC3C=CC=CC=3)[CH2:15][CH2:16][N:11]2[N:10]=1)[C:2]1[CH:7]=[CH:6][CH:5]=[CH:4][CH:3]=1.C([O-])=O.[NH4+]. The yield is 0.660. The catalyst is [Pd].CO. (2) The reactants are [Br:1][CH2:2][C:3]1[C:12]2[C:7](=[CH:8][CH:9]=[CH:10][CH:11]=2)[C:6]([C:13]#N)=[CH:5][CH:4]=1.CC(C[AlH]CC(C)C)C.Cl.[OH2:25]. The catalyst is C1(C)C=CC=CC=1. The product is [Br:1][CH2:2][C:3]1[C:12]2[C:7](=[CH:8][CH:9]=[CH:10][CH:11]=2)[C:6]([CH:13]=[O:25])=[CH:5][CH:4]=1. The yield is 0.880.